Dataset: Reaction yield outcomes from USPTO patents with 853,638 reactions. Task: Predict the reaction yield, written as a fraction of the theoretical maximum amount of product (1.0 means a 100% yield; for example, 0.34 means a 34% yield). (1) The product is [CH2:1]([N:3]([CH2:37][CH3:38])[CH2:4][CH2:5][CH2:6][NH:7][C:8]1[N:9]=[C:10]([C:27]2[CH:28]=[C:29]([CH:33]=[CH:34][C:35]=2[CH3:36])[C:30]([NH:75][C:74]2[CH:76]=[CH:77][C:71]([F:70])=[CH:72][CH:73]=2)=[O:31])[C:11]2[CH:17]=[CH:16][C:15](=[O:18])[N:14]([C:19]3[C:20]([F:26])=[CH:21][CH:22]=[CH:23][C:24]=3[F:25])[C:12]=2[N:13]=1)[CH3:2]. The catalyst is CN(C=O)C. The reactants are [CH2:1]([N:3]([CH2:37][CH3:38])[CH2:4][CH2:5][CH2:6][NH:7][C:8]1[N:9]=[C:10]([C:27]2[CH:28]=[C:29]([CH:33]=[CH:34][C:35]=2[CH3:36])[C:30](O)=[O:31])[C:11]2[CH:17]=[CH:16][C:15](=[O:18])[N:14]([C:19]3[C:24]([F:25])=[CH:23][CH:22]=[CH:21][C:20]=3[F:26])[C:12]=2[N:13]=1)[CH3:2].CN(C(ON1N=NC2C=CC=CC1=2)=[N+](C)C)C.F[P-](F)(F)(F)(F)F.C(N(CC)CC)C.[F:70][C:71]1[CH:77]=[CH:76][C:74]([NH2:75])=[CH:73][CH:72]=1. The yield is 0.270. (2) The reactants are Br[CH2:2][C:3]1[CH:4]=[CH:5][C:6]([C:9]2[CH:10]=[CH:11][N:12]=[C:13]3[C:18]=2[N:17]=[C:16]([O:19][CH3:20])[CH:15]=[CH:14]3)=[N:7][CH:8]=1.[C-:21]#[N:22].[K+]. The catalyst is CCO.O. The product is [CH3:20][O:19][C:16]1[N:17]=[C:18]2[C:13](=[CH:14][CH:15]=1)[N:12]=[CH:11][CH:10]=[C:9]2[C:6]1[N:7]=[CH:8][C:3]([CH2:2][C:21]#[N:22])=[CH:4][CH:5]=1. The yield is 0.650. (3) The reactants are Br[C:2]1[CH:7]=[CH:6][C:5]([C:8]([F:11])([F:10])[F:9])=[CH:4][CH:3]=1.[NH:12]1[CH2:22][CH2:21][CH:15]([C:16]([O:18][CH2:19][CH3:20])=[O:17])[CH2:14][CH2:13]1. No catalyst specified. The product is [F:9][C:8]([F:11])([F:10])[C:5]1[CH:6]=[CH:7][C:2]([N:12]2[CH2:22][CH2:21][CH:15]([C:16]([O:18][CH2:19][CH3:20])=[O:17])[CH2:14][CH2:13]2)=[CH:3][CH:4]=1. The yield is 0.740. (4) The reactants are C([O:8][C:9](=[O:39])[C:10]([CH3:38])([CH3:37])[CH2:11][O:12][C:13]([O:15][CH:16]([N:18]1[N:22]=[C:21]([C:23]2[N:24]=[C:25]([C:28]3[CH:33]=[CH:32][C:31]([Cl:34])=[CH:30][CH:29]=3)[S:26][CH:27]=2)[C:20]([C:35]#[N:36])=[N:19]1)[CH3:17])=[O:14])C1C=CC=CC=1. The catalyst is CCOC(C)=O.[Pd]. The product is [Cl:34][C:31]1[CH:30]=[CH:29][C:28]([C:25]2[S:26][CH:27]=[C:23]([C:21]3[C:20]([C:35]#[N:36])=[N:19][N:18]([CH:16]([O:15][C:13]([O:12][CH2:11][C:10]([CH3:37])([CH3:38])[C:9]([OH:39])=[O:8])=[O:14])[CH3:17])[N:22]=3)[N:24]=2)=[CH:33][CH:32]=1. The yield is 0.270. (5) The reactants are [F:1][C:2]1[CH:7]=[CH:6][C:5]([NH2:8])=[CH:4][C:3]=1[N+:9]([O-:11])=[O:10].N1C=CC=CC=1.[Cl:18][C:19]1[CH:20]=[C:21]([CH:25]=[C:26]([Cl:28])[CH:27]=1)[C:22](Cl)=[O:23]. The catalyst is ClCCl. The product is [Cl:18][C:19]1[CH:20]=[C:21]([CH:25]=[C:26]([Cl:28])[CH:27]=1)[C:22]([NH:8][C:5]1[CH:6]=[CH:7][C:2]([F:1])=[C:3]([N+:9]([O-:11])=[O:10])[CH:4]=1)=[O:23]. The yield is 0.920. (6) The reactants are [CH3:1][C:2]1([CH:18]2[CH2:22][CH2:21][CH:20]([CH3:23])[CH2:19]2)[NH:6][C:5](=[O:7])[N:4]([CH2:8][C:9](=[O:16])[C:10]2[CH:15]=[CH:14][CH:13]=[CH:12][CH:11]=2)[C:3]1=[O:17].[CH3:24]I. No catalyst specified. The product is [CH3:24][N:6]1[C:2]([CH3:1])([CH:18]2[CH2:22][CH2:21][CH:20]([CH3:23])[CH2:19]2)[C:3](=[O:17])[N:4]([CH2:8][C:9](=[O:16])[C:10]2[CH:11]=[CH:12][CH:13]=[CH:14][CH:15]=2)[C:5]1=[O:7]. The yield is 0.330. (7) The reactants are Cl.[C:2]([C:5]1[CH:10]=[C:9]([CH2:11][CH3:12])[C:8]([O:13][CH3:14])=[CH:7][C:6]=1[NH:15]C(=O)C)(=[O:4])[CH3:3]. The catalyst is O1CCOCC1. The product is [NH2:15][C:6]1[CH:7]=[C:8]([O:13][CH3:14])[C:9]([CH2:11][CH3:12])=[CH:10][C:5]=1[C:2](=[O:4])[CH3:3]. The yield is 0.680. (8) The reactants are [NH2:1][C:2]1[CH:3]=[C:4]([OH:9])[CH:5]=[CH:6][C:7]=1[F:8].CC(C)([O-])C.[K+].Br[C:17]1[CH:18]=[CH:19][C:20]([C:23]#[N:24])=[N:21][CH:22]=1. The catalyst is CC(N(C)C)=O. The product is [NH2:1][C:2]1[CH:3]=[C:4]([CH:5]=[CH:6][C:7]=1[F:8])[O:9][C:17]1[CH:18]=[CH:19][C:20]([C:23]#[N:24])=[N:21][CH:22]=1. The yield is 0.440. (9) The reactants are [F:1][C:2]1[CH:7]=[CH:6][C:5]([C:8]2[NH:12][C:11]([CH:13]=[O:14])=[N:10][C:9]=2[C:15]2[CH:20]=[CH:19][C:18]([S:21][CH3:22])=[CH:17][CH:16]=2)=[CH:4][CH:3]=1.[BH4-].[Na+].Cl.C([O-])(O)=O.[Na+]. The catalyst is CO. The yield is 0.780. The product is [F:1][C:2]1[CH:7]=[CH:6][C:5]([C:8]2[NH:12][C:11]([CH2:13][OH:14])=[N:10][C:9]=2[C:15]2[CH:20]=[CH:19][C:18]([S:21][CH3:22])=[CH:17][CH:16]=2)=[CH:4][CH:3]=1.